Dataset: Forward reaction prediction with 1.9M reactions from USPTO patents (1976-2016). Task: Predict the product of the given reaction. (1) Given the reactants Br[C:2]1[CH:3]=[C:4]([CH:21]=[C:22]([Cl:24])[CH:23]=1)[CH2:5][O:6][C:7]1[CH:12]=[CH:11][CH:10]=[CH:9][C:8]=1[CH2:13][C:14]([O:16][C:17]([CH3:20])([CH3:19])[CH3:18])=[O:15].[CH:25]1([CH2:28][NH2:29])[CH2:27][CH2:26]1.C(=O)([O-])[O-].[Cs+].[Cs+], predict the reaction product. The product is: [Cl:24][C:22]1[CH:21]=[C:4]([CH:3]=[C:2]([NH:29][CH2:28][CH:25]2[CH2:27][CH2:26]2)[CH:23]=1)[CH2:5][O:6][C:7]1[CH:12]=[CH:11][CH:10]=[CH:9][C:8]=1[CH2:13][C:14]([O:16][C:17]([CH3:20])([CH3:19])[CH3:18])=[O:15]. (2) Given the reactants [Na].[Br:2][C:3]1[C:4]([CH3:10])=[CH:5][C:6](F)=[N:7][CH:8]=1.[CH3:11][OH:12], predict the reaction product. The product is: [Br:2][C:3]1[C:4]([CH3:10])=[CH:5][C:6]([O:12][CH3:11])=[N:7][CH:8]=1. (3) Given the reactants Cl.[NH2:2][S:3]([C:6]1[CH:13]=[CH:12][C:9]([CH2:10][NH2:11])=[CH:8][CH:7]=1)(=[O:5])=[O:4].Cl.CS([C:19]1[CH:26]=CC(CN)=CC=1)(=O)=O.[NH2:27][C:28]1[CH:38]=[CH:37][C:31]([C:32]([O:34][CH2:35][CH3:36])=[O:33])=[CH:30][CH:29]=1.[NH2:39][C:40]1S[C:42]([C:46]([O:48][CH2:49]C)=O)=[C:43]([CH3:45])[N:44]=1.[C:51](O)(C(F)(F)F)=[O:52].O.[CH3:59]O, predict the reaction product. The product is: [NH2:2][S:3]([C:6]1[CH:7]=[CH:8][C:9]([CH2:10][NH:11][C:59]2[C:45]3[C:43](=[CH:42][C:46]([O:48][CH3:49])=[C:26]([O:52][CH3:51])[CH:19]=3)[N:44]=[C:40]([NH:27][C:28]3[CH:29]=[CH:30][C:31]([C:32]([O:34][CH2:35][CH3:36])=[O:33])=[CH:37][CH:38]=3)[N:39]=2)=[CH:12][CH:13]=1)(=[O:4])=[O:5]. (4) Given the reactants [H-].[Na+].[Cl:3][C:4]1[CH:18]=[CH:17][C:7]([CH2:8][NH:9][C:10](=[O:16])[CH:11]([Br:15])[CH2:12][CH2:13]Br)=[CH:6][CH:5]=1, predict the reaction product. The product is: [Cl:3][C:4]1[CH:18]=[CH:17][C:7]([CH2:8][N:9]2[CH2:13][CH2:12][CH:11]([Br:15])[C:10]2=[O:16])=[CH:6][CH:5]=1.